Dataset: Peptide-MHC class I binding affinity with 185,985 pairs from IEDB/IMGT. Task: Regression. Given a peptide amino acid sequence and an MHC pseudo amino acid sequence, predict their binding affinity value. This is MHC class I binding data. (1) The peptide sequence is KELENEYYF. The MHC is HLA-B39:01 with pseudo-sequence HLA-B39:01. The binding affinity (normalized) is 0.0847. (2) The peptide sequence is IPDWQDYT. The MHC is HLA-B27:05 with pseudo-sequence HLA-B27:05. The binding affinity (normalized) is 0. (3) The peptide sequence is YEQYECLTD. The MHC is HLA-A02:16 with pseudo-sequence HLA-A02:16. The binding affinity (normalized) is 0.0847. (4) The peptide sequence is FEFTSFFYR. The MHC is HLA-A31:01 with pseudo-sequence HLA-A31:01. The binding affinity (normalized) is 0.865.